Task: Regression. Given two drug SMILES strings and cell line genomic features, predict the synergy score measuring deviation from expected non-interaction effect.. Dataset: NCI-60 drug combinations with 297,098 pairs across 59 cell lines (1) Drug 2: COC1=NC(=NC2=C1N=CN2C3C(C(C(O3)CO)O)O)N. Drug 1: C1=C(C(=O)NC(=O)N1)N(CCCl)CCCl. Cell line: A549. Synergy scores: CSS=38.5, Synergy_ZIP=8.86, Synergy_Bliss=9.95, Synergy_Loewe=-1.87, Synergy_HSA=7.93. (2) Synergy scores: CSS=73.0, Synergy_ZIP=17.1, Synergy_Bliss=17.2, Synergy_Loewe=-27.5, Synergy_HSA=15.4. Cell line: A498. Drug 2: CC1C(C(CC(O1)OC2CC(CC3=C2C(=C4C(=C3O)C(=O)C5=CC=CC=C5C4=O)O)(C(=O)C)O)N)O. Drug 1: CC1=C(C=C(C=C1)NC(=O)C2=CC=C(C=C2)CN3CCN(CC3)C)NC4=NC=CC(=N4)C5=CN=CC=C5. (3) Drug 1: C1CC(=O)NC(=O)C1N2CC3=C(C2=O)C=CC=C3N. Drug 2: CC(C)CN1C=NC2=C1C3=CC=CC=C3N=C2N. Cell line: BT-549. Synergy scores: CSS=5.58, Synergy_ZIP=1.42, Synergy_Bliss=2.27, Synergy_Loewe=0.161, Synergy_HSA=0.225. (4) Drug 1: CC1=CC=C(C=C1)C2=CC(=NN2C3=CC=C(C=C3)S(=O)(=O)N)C(F)(F)F. Drug 2: CC1=C(C=C(C=C1)C(=O)NC2=CC(=CC(=C2)C(F)(F)F)N3C=C(N=C3)C)NC4=NC=CC(=N4)C5=CN=CC=C5. Cell line: SN12C. Synergy scores: CSS=-1.38, Synergy_ZIP=3.16, Synergy_Bliss=5.82, Synergy_Loewe=0.321, Synergy_HSA=-2.95.